Dataset: Full USPTO retrosynthesis dataset with 1.9M reactions from patents (1976-2016). Task: Predict the reactants needed to synthesize the given product. (1) Given the product [ClH:1].[ClH:1].[NH2:31][C:18]1[CH:19]=[C:20]2[O:24][C:23]([C:25]3[CH:26]=[CH:27][CH:28]=[CH:29][CH:30]=3)=[N:22][C:21]2=[C:16]([C:14]([NH2:13])=[O:15])[CH:17]=1, predict the reactants needed to synthesize it. The reactants are: [ClH:1].Cl.CN1C2CCCC1CC([NH:13][C:14]([C:16]1[CH:17]=[C:18]([NH2:31])[CH:19]=[C:20]3[O:24][C:23]([C:25]4[CH:30]=[CH:29][CH:28]=[CH:27][CH:26]=4)=[N:22][C:21]=13)=[O:15])C2.Cl. (2) Given the product [C:28]([NH:27][C@@H:19]([CH2:20][C:21]1[CH:22]=[CH:23][CH:24]=[CH:25][CH:26]=1)[C:18](=[O:36])[CH2:17][CH2:16][C:15]([N:11]1[CH2:12][CH2:13][CH2:14][C@H:10]1[C:9]([OH:38])=[O:8])=[O:37])(=[O:35])[C:29]1[CH:34]=[CH:33][CH:32]=[CH:31][CH:30]=1, predict the reactants needed to synthesize it. The reactants are: C([O:8][C:9](=[O:38])[C@@H:10]1[CH2:14][CH2:13][CH2:12][N:11]1[C:15](=[O:37])[CH2:16][CH2:17][C:18](=[O:36])[C@@H:19]([NH:27][C:28](=[O:35])[C:29]1[CH:34]=[CH:33][CH:32]=[CH:31][CH:30]=1)[CH2:20][C:21]1[CH:26]=[CH:25][CH:24]=[CH:23][CH:22]=1)C1C=CC=CC=1.[H][H].